This data is from Reaction yield outcomes from USPTO patents with 853,638 reactions. The task is: Predict the reaction yield, written as a fraction of the theoretical maximum amount of product (1.0 means a 100% yield; for example, 0.34 means a 34% yield). (1) The reactants are [F:1][C:2]1[C:10]([CH3:11])=[CH:9][CH:8]=[CH:7][C:3]=1[C:4](O)=[O:5].CCN(C(C)C)C(C)C.CN([C:24]([O:28][N:29]1N=NC2C=CC=N[C:30]1=2)=[N+](C)C)C.F[P-](F)(F)(F)(F)F.Cl.CNOC. The catalyst is CN(C=O)C. The product is [F:1][C:2]1[C:10]([CH3:11])=[CH:9][CH:8]=[CH:7][C:3]=1[C:4]([N:29]([O:28][CH3:24])[CH3:30])=[O:5]. The yield is 0.880. (2) The reactants are [N:1]1[C:2]([C:10]([OH:12])=O)=[CH:3][N:4]2[CH:9]=[CH:8][CH:7]=[CH:6][C:5]=12.[C:13]([C:17]1[N:22]=[C:21]([N:23]2[CH2:28][CH2:27][N:26]([CH2:29][CH2:30][CH2:31][CH2:32][NH2:33])[CH2:25][CH2:24]2)[CH:20]=[C:19]([C:34]([CH3:37])([CH3:36])[CH3:35])[N:18]=1)([CH3:16])([CH3:15])[CH3:14]. The catalyst is C(Cl)(Cl)Cl.CO. The product is [C:13]([C:17]1[N:22]=[C:21]([N:23]2[CH2:24][CH2:25][N:26]([CH2:29][CH2:30][CH2:31][CH2:32][NH:33][C:10]([C:2]3[N:1]=[C:5]4[CH:6]=[CH:7][CH:8]=[CH:9][N:4]4[CH:3]=3)=[O:12])[CH2:27][CH2:28]2)[CH:20]=[C:19]([C:34]([CH3:37])([CH3:36])[CH3:35])[N:18]=1)([CH3:16])([CH3:15])[CH3:14]. The yield is 0.300.